From a dataset of Full USPTO retrosynthesis dataset with 1.9M reactions from patents (1976-2016). Predict the reactants needed to synthesize the given product. Given the product [CH2:10]([O:17][C:18]([N:3]1[CH2:8][CH2:7][C:6](=[O:9])[CH2:5][CH2:4]1)=[O:19])[C:11]1[CH:16]=[CH:15][CH:14]=[CH:13][CH:12]=1, predict the reactants needed to synthesize it. The reactants are: O.Cl.[NH:3]1[CH2:8][CH2:7][C:6](=[O:9])[CH2:5][CH2:4]1.[CH2:10]([O:17][C:18](Cl)=[O:19])[C:11]1[CH:16]=[CH:15][CH:14]=[CH:13][CH:12]=1.Cl.